This data is from Forward reaction prediction with 1.9M reactions from USPTO patents (1976-2016). The task is: Predict the product of the given reaction. (1) Given the reactants C(=O)(OC)OC.C[O-].[Na+].OC(CCCC)C(N)=O.[Na].[CH2:20]([CH:24]1[O:28][C:27](=[O:29])[NH:26][C:25]1=[O:30])[CH2:21][CH2:22][CH3:23], predict the reaction product. The product is: [CH2:20]([CH:24]1[O:28][C:27](=[O:29])[NH:26][C:25]1=[O:30])[CH2:21][CH2:22][CH3:23]. (2) Given the reactants [Br:1][C:2]1[CH:3]=[CH:4][C:5]2[CH:6]=CC3[C:13]([C:14]=2[CH:15]=1)=[CH:12][C:11]([S:16]([CH3:19])(=[O:18])=[O:17])=[CH:10][CH:9]=3.[OH2:20].[C:21]([OH:24])(=O)[CH3:22], predict the reaction product. The product is: [Br:1][C:2]1[CH:3]=[CH:4][C:5]2[C:6](=[O:20])[C:21](=[O:24])[C:22]3[C:13]([C:14]=2[CH:15]=1)=[CH:12][C:11]([S:16]([CH3:19])(=[O:18])=[O:17])=[CH:10][CH:9]=3. (3) Given the reactants [C:1]([O:4][C:5]1[CH:10]=[CH:9][C:8]([C:11]2[O:12][C:13]3[C:19]([CH3:20])=[CH:18][C:17]([O:21][C:22](=[O:24])[CH3:23])=[CH:16][C:14]=3[CH:15]=2)=[CH:7][CH:6]=1)(=[O:3])[CH3:2].[Br:25]Br, predict the reaction product. The product is: [C:1]([O:4][C:5]1[CH:10]=[CH:9][C:8]([C:11]2[O:12][C:13]3[C:19]([CH3:20])=[CH:18][C:17]([O:21][C:22](=[O:24])[CH3:23])=[CH:16][C:14]=3[C:15]=2[Br:25])=[CH:7][CH:6]=1)(=[O:3])[CH3:2]. (4) The product is: [Cl:1][C:2]1[CH:3]=[N:4][C:5]2[N:6]([N:8]=[C:9]([C:11]([N:27]3[CH2:26][CH2:25][N:24]4[C:20]([C:18]5[CH:19]=[N:14][CH:15]=[N:16][CH:17]=5)=[CH:21][CH:22]=[C:23]4[CH2:28]3)=[O:13])[CH:10]=2)[CH:7]=1. Given the reactants [Cl:1][C:2]1[CH:3]=[N:4][C:5]2[N:6]([N:8]=[C:9]([C:11]([OH:13])=O)[CH:10]=2)[CH:7]=1.[N:14]1[CH:19]=[C:18]([C:20]2[N:24]3[CH2:25][CH2:26][NH:27][CH2:28][C:23]3=[CH:22][CH:21]=2)[CH:17]=[N:16][CH:15]=1, predict the reaction product. (5) Given the reactants [CH2:1]([O:8][C:9]([NH:11][CH:12]([CH2:19][CH:20]([CH3:22])[CH3:21])[CH2:13]CS([O-])(=O)=O)=[O:10])[C:2]1[CH:7]=[CH:6][CH:5]=[CH:4][CH:3]=1.[N-:23]=[N+:24]=[N-:25].[Na+].C(OCC)(=O)C.O, predict the reaction product. The product is: [N:23]([CH2:13][CH:12]([NH:11][C:9](=[O:10])[O:8][CH2:1][C:2]1[CH:7]=[CH:6][CH:5]=[CH:4][CH:3]=1)[CH2:19][CH:20]([CH3:22])[CH3:21])=[N+:24]=[N-:25]. (6) Given the reactants [Br:1][C:2]1[CH:3]=[C:4]2[C:9](=[CH:10][CH:11]=1)[O:8][C:7]([CH3:13])([CH3:12])[C:6]([CH2:16][OH:17])([CH2:14]O)[C:5]2=[O:18].C1(P(C2C=CC=CC=2)C2C=CC=CC=2)C=CC=CC=1.N(C(OC(C)C)=O)=NC(OC(C)C)=O, predict the reaction product. The product is: [Br:1][C:2]1[CH:3]=[C:4]2[C:9](=[CH:10][CH:11]=1)[O:8][C:7]([CH3:13])([CH3:12])[C:6]1([CH2:16][O:17][CH2:14]1)[C:5]2=[O:18]. (7) The product is: [N+:9]([C:12]1[CH:17]=[C:16]([C:3]2[CH:8]=[CH:7][N:6]=[CH:5][CH:4]=2)[CH:15]=[CH:14][CH:13]=1)([O-:11])=[O:10]. Given the reactants Cl.Br[C:3]1[CH:8]=[CH:7][N:6]=[CH:5][CH:4]=1.[N+:9]([C:12]1[CH:13]=[C:14](B(O)O)[CH:15]=[CH:16][CH:17]=1)([O-:11])=[O:10].C(=O)([O-])[O-].[K+].[K+].C(O)CCO, predict the reaction product.